Dataset: Full USPTO retrosynthesis dataset with 1.9M reactions from patents (1976-2016). Task: Predict the reactants needed to synthesize the given product. (1) Given the product [Cl:7][C:8]1[CH:9]=[C:10]([C:14]2[O:18][N:17]=[C:16]([C:19]([OH:2])=[O:20])[CH:15]=2)[CH:11]=[CH:12][CH:13]=1, predict the reactants needed to synthesize it. The reactants are: [Mn]([O-])(=O)(=O)=[O:2].[K+].[Cl:7][C:8]1[CH:9]=[C:10]([C:14]2[O:18][N:17]=[C:16]([CH2:19][OH:20])[CH:15]=2)[CH:11]=[CH:12][CH:13]=1. (2) Given the product [Br:1][C:2]1[CH:7]=[CH:6][C:5]([C:8]2([C:14]3[S:15][CH:16]=[C:17]([CH2:19][OH:20])[N:18]=3)[CH2:13][CH2:12][O:11][CH2:10][CH2:9]2)=[CH:4][CH:3]=1, predict the reactants needed to synthesize it. The reactants are: [Br:1][C:2]1[CH:7]=[CH:6][C:5]([C:8]2([C:14]3[S:15][CH:16]=[C:17]([C:19](OCC)=[O:20])[N:18]=3)[CH2:13][CH2:12][O:11][CH2:10][CH2:9]2)=[CH:4][CH:3]=1.[Li+].[BH4-].CO. (3) Given the product [CH3:20][C:21]1[CH:22]=[C:23]([C:28]2[C:29]([C:34]([N:3]3[CH2:4][C@H:5]4[C@H:1]([CH2:6]4)[C@H:2]3[CH2:7][NH:8][C:9]([C:11]3[N:18]4[C:14]([S:15][CH:16]=[CH:17]4)=[N:13][C:12]=3[CH3:19])=[O:10])=[O:35])=[CH:30][CH:31]=[CH:32][CH:33]=2)[CH:24]=[CH:25][C:26]=1[CH3:27], predict the reactants needed to synthesize it. The reactants are: [C@H:1]12[CH2:6][C@H:5]1[CH2:4][NH:3][C@@H:2]2[CH2:7][NH:8][C:9]([C:11]1[N:18]2[C:14]([S:15][CH:16]=[CH:17]2)=[N:13][C:12]=1[CH3:19])=[O:10].[CH3:20][C:21]1[CH:22]=[C:23]([C:28]2[C:29]([C:34](O)=[O:35])=[CH:30][CH:31]=[CH:32][CH:33]=2)[CH:24]=[CH:25][C:26]=1[CH3:27]. (4) Given the product [NH2:1][C@H:4]1[CH2:9][CH2:8][C@H:7]([C:10]([NH2:12])=[O:11])[CH2:6][C@@H:5]1[OH:13], predict the reactants needed to synthesize it. The reactants are: [N:1]([C@H:4]1[CH2:9][CH2:8][C@H:7]([C:10]([NH2:12])=[O:11])[CH2:6][C@@H:5]1[OH:13])=[N+]=[N-]. (5) Given the product [Br:26][C:16]1[C:17]2[CH:22]=[CH:21][NH:20][C:18]=2[N:19]=[C:14]([NH:13][C:10]2[CH:11]=[CH:12][C:7]([N:1]3[CH2:6][CH2:5][O:4][CH2:3][CH2:2]3)=[CH:8][CH:9]=2)[N:15]=1, predict the reactants needed to synthesize it. The reactants are: [N:1]1([C:7]2[CH:12]=[CH:11][C:10]([NH:13][C:14]3[NH:15][C:16](=O)[C:17]4[CH:22]=[CH:21][NH:20][C:18]=4[N:19]=3)=[CH:9][CH:8]=2)[CH2:6][CH2:5][O:4][CH2:3][CH2:2]1.P(Br)(Br)([Br:26])=O.C(N(C(C)C)CC)(C)C. (6) Given the product [CH:2]1([CH3:1])[CH2:3][CH2:4][CH:5]([CH:9]([CH3:10])[CH3:11])[CH:6]([OH:8])[CH2:7]1, predict the reactants needed to synthesize it. The reactants are: [CH3:1][C@H:2]1[CH2:7][C@@H:6]([OH:8])[C@H:5]([CH:9]([CH3:11])[CH3:10])[CH2:4][CH2:3]1.C1(C)CCC(C(C)C)C(OCCOCCO)C1. (7) Given the product [C:30]([C:32](=[CH:36][C:37]1[CH:42]=[CH:41][CH:40]=[C:39]([OH:43])[CH:38]=1)[C:33]([OH:35])=[O:34])#[N:31].[C:44]([O:47][C:48]1[CH:56]=[CH:55][CH:54]=[CH:53][C:49]=1[C:50]([OH:52])=[O:51])(=[O:46])[CH3:45].[OH:1][C:2]1[CH:10]=[C:9]([NH2:11])[CH:8]=[CH:7][C:3]=1[C:4]([OH:6])=[O:5], predict the reactants needed to synthesize it. The reactants are: [OH:1][C:2]1[CH:10]=[C:9]([NH2:11])[CH:8]=[CH:7][C:3]=1[C:4]([OH:6])=[O:5].FC1C=C(F)C=CC=1C1C=C(C(O)=O)C(O)=CC=1.[C:30]([C:32](=[CH:36][C:37]1[CH:42]=[CH:41][CH:40]=[C:39]([OH:43])[CH:38]=1)[C:33]([OH:35])=[O:34])#[N:31].[C:44]([O:47][C:48]1[CH:56]=[CH:55][CH:54]=[CH:53][C:49]=1[C:50]([OH:52])=[O:51])(=[O:46])[CH3:45].FC1C=C(F)C=CC=1C1C=C(C(O)=O)C(O)=CC=1.C(C(=CC1C=CC=C(O)C=1)C(O)=O)#N.